The task is: Predict the reactants needed to synthesize the given product.. This data is from Full USPTO retrosynthesis dataset with 1.9M reactions from patents (1976-2016). (1) Given the product [Cl:1][C:2]1[CH:3]=[CH:4][C:5]([C:8]2[C:17](=[O:18])[C:16]3[CH:15]=[CH:14][C:13]4[NH:40][CH2:37][CH2:38][NH:39][CH2:32][C:12]=4[C:11]=3[O:10][C:9]=2[CH:34]([CH3:35])[CH3:36])=[CH:6][CH:7]=1, predict the reactants needed to synthesize it. The reactants are: [Cl:1][C:2]1[CH:7]=[CH:6][C:5]([C:8]2[C:17](=[O:18])[C:16]3[C:11](=[C:12]([CH:32]=O)[C:13](OS(C4C(C)=CC(C)=CC=4C)(=O)=O)=[CH:14][CH:15]=3)[O:10][C:9]=2[CH:34]([CH3:36])[CH3:35])=[CH:4][CH:3]=1.[CH2:37]([NH2:40])[CH2:38][NH2:39].[BH4-].[Na+]. (2) Given the product [CH3:1][N:2]1[C:6]([CH2:7][O:8][C:9]2[CH:17]=[CH:16][C:12]([C:13]([NH:24][N:25]3[CH2:30][CH2:29][O:28][CH2:27][CH2:26]3)=[O:15])=[CH:11][N:10]=2)=[C:5]([C:18]2[CH:23]=[CH:22][CH:21]=[CH:20][CH:19]=2)[N:4]=[N:3]1, predict the reactants needed to synthesize it. The reactants are: [CH3:1][N:2]1[C:6]([CH2:7][O:8][C:9]2[CH:17]=[CH:16][C:12]([C:13]([OH:15])=O)=[CH:11][N:10]=2)=[C:5]([C:18]2[CH:23]=[CH:22][CH:21]=[CH:20][CH:19]=2)[N:4]=[N:3]1.[NH2:24][N:25]1[CH2:30][CH2:29][O:28][CH2:27][CH2:26]1. (3) Given the product [OH:4][C:5]1[CH:14]=[C:13]([CH2:15][N:28]2[CH2:33][CH2:32][O:31][CH2:30][CH2:29]2)[C:12]([C:17]([F:18])([F:19])[F:20])=[CH:11][C:6]=1[C:7]([O:9][CH3:10])=[O:8], predict the reactants needed to synthesize it. The reactants are: C([O:4][C:5]1[CH:14]=[C:13]([CH2:15]Br)[C:12]([C:17]([F:20])([F:19])[F:18])=[CH:11][C:6]=1[C:7]([O:9][CH3:10])=[O:8])(=O)C.C(N(CC)CC)C.[NH:28]1[CH2:33][CH2:32][O:31][CH2:30][CH2:29]1. (4) Given the product [Cl:15][C:2]1[C:7]([C:8]#[N:9])=[CH:6][N:5]=[C:4]2[CH:10]=[CH:11][S:12][C:3]=12, predict the reactants needed to synthesize it. The reactants are: O=[C:2]1[C:7]([C:8]#[N:9])=[CH:6][NH:5][C:4]2[CH:10]=[CH:11][S:12][C:3]1=2.P(Cl)(Cl)([Cl:15])=O. (5) Given the product [OH:28][CH2:27][C:26]1[CH:31]=[CH:32][C:23]([C@@H:16]2[CH2:17][CH2:18][CH2:19][C@H:20]3[N:15]2[C:14](=[O:33])/[C:13](=[CH:12]/[C:11]2[CH:34]=[CH:35][C:36]([N:37]4[CH:41]=[C:40]([CH3:42])[N:39]=[CH:38]4)=[C:9]([O:8][CH3:7])[CH:10]=2)/[CH2:22][CH2:21]3)=[CH:24][CH:25]=1, predict the reactants needed to synthesize it. The reactants are: [H-].[Al+3].[Li+].[H-].[H-].[H-].[CH3:7][O:8][C:9]1[CH:10]=[C:11]([CH:34]=[CH:35][C:36]=1[N:37]1[CH:41]=[C:40]([CH3:42])[N:39]=[CH:38]1)/[CH:12]=[C:13]1/[C:14](=[O:33])[N:15]2[C@@H:20]([CH2:21][CH2:22]/1)[CH2:19][CH2:18][CH2:17][C@H:16]2[C:23]1[CH:32]=[CH:31][C:26]([C:27](OC)=[O:28])=[CH:25][CH:24]=1.[Cl-].[NH4+].C(OCC)(=O)C. (6) The reactants are: Cl[CH2:2][C:3]1[S:7][C:6]([NH:8][C:9](=[O:11])[CH3:10])=[N:5][CH:4]=1.Cl.[F:13][C:14]1[CH:15]=[C:16]([CH:24]=[C:25]([F:27])[CH:26]=1)[CH2:17][CH:18]1[CH2:23][CH2:22][NH:21][CH2:20][CH2:19]1.CCN(C(C)C)C(C)C. Given the product [F:13][C:14]1[CH:15]=[C:16]([CH:24]=[C:25]([F:27])[CH:26]=1)[CH2:17][CH:18]1[CH2:19][CH2:20][N:21]([CH2:2][C:3]2[S:7][C:6]([NH:8][C:9](=[O:11])[CH3:10])=[N:5][CH:4]=2)[CH2:22][CH2:23]1, predict the reactants needed to synthesize it. (7) The reactants are: [NH2:1][C:2]1[C:18]([CH3:19])=[CH:17][C:16]([C:20]#[N:21])=[CH:15][C:3]=1[C:4]([O:6]CC(CC)CCCC)=O.[CH3:22][NH2:23]. Given the product [NH2:1][C:2]1[C:18]([CH3:19])=[CH:17][C:16]([C:20]#[N:21])=[CH:15][C:3]=1[C:4]([NH:23][CH3:22])=[O:6], predict the reactants needed to synthesize it. (8) Given the product [CH3:18][O:17][C:16]1[CH:15]=[CH:14][C:4]([C:5]([NH:7][C:8]2[CH:13]=[CH:12][CH:11]=[CH:10][CH:9]=2)=[O:6])=[CH:3][C:2]=1[NH:1][C:26]([NH:25][C:21]1[CH:20]=[N:19][CH:24]=[CH:23][CH:22]=1)=[S:27], predict the reactants needed to synthesize it. The reactants are: [NH2:1][C:2]1[CH:3]=[C:4]([CH:14]=[CH:15][C:16]=1[O:17][CH3:18])[C:5]([NH:7][C:8]1[CH:13]=[CH:12][CH:11]=[CH:10][CH:9]=1)=[O:6].[N:19]1[CH:24]=[CH:23][CH:22]=[C:21]([N:25]=[C:26]=[S:27])[CH:20]=1.